This data is from Forward reaction prediction with 1.9M reactions from USPTO patents (1976-2016). The task is: Predict the product of the given reaction. (1) The product is: [C:26]([O:30][C:31](=[O:36])[NH:32][CH2:33][CH2:34][S:35][C:12]1[CH:13]=[C:14]([C:15]2[NH:16][CH:17]=[C:18]([CH3:21])[C:19]=2[CH3:20])[C:5]2[C:6](=[O:11])[NH:7][C:8]3[C:4]=2[C:3]=1[C:2]([F:1])=[CH:10][CH:9]=3)([CH3:29])([CH3:27])[CH3:28]. Given the reactants [F:1][C:2]1[C:3]([C:12](I)=[CH:13][C:14](=O)[C:15]2[NH:16][CH:17]=[C:18]([CH3:21])[C:19]=2[CH3:20])=[C:4]2[C:8](=[CH:9][CH:10]=1)[NH:7][C:6](=[O:11])[CH2:5]2.[H-].[Na+].[C:26]([O:30][C:31](=[O:36])[NH:32][CH2:33][CH2:34][SH:35])([CH3:29])([CH3:28])[CH3:27], predict the reaction product. (2) Given the reactants Cl.[C:2]([C@H:5]1[C@H:9]([CH2:10][O:11][C:12]2[C:17]([CH3:18])=[C:16]([O:19][CH2:20][CH2:21][CH3:22])[CH:15]=[CH:14][C:13]=2[CH:23]=[C:24]2[C:28](=[O:29])[N:27]([C:30]3[CH:35]=[CH:34][CH:33]=[CH:32][CH:31]=3)[NH:26][C:25]2=[O:36])[O:8]C(C)(C)[O:6]1)([OH:4])=[O:3], predict the reaction product. The product is: [C:2]([C@H:5]([OH:6])[C@@H:9]([OH:8])[CH2:10][O:11][C:12]1[C:17]([CH3:18])=[C:16]([O:19][CH2:20][CH2:21][CH3:22])[CH:15]=[CH:14][C:13]=1[CH:23]=[C:24]1[C:28](=[O:29])[N:27]([C:30]2[CH:35]=[CH:34][CH:33]=[CH:32][CH:31]=2)[NH:26][C:25]1=[O:36])([OH:4])=[O:3]. (3) Given the reactants [CH2:1]1[O:14][C:4]2([CH2:11][CH2:10][CH:9]3[CH2:12][CH:5]2[CH2:6][CH2:7][C:8]3=O)[O:3][CH2:2]1.[BH4-].[Na+].[NH3:17], predict the reaction product. The product is: [CH2:1]1[O:14][C:4]2([CH2:11][CH2:10][CH:9]3[CH2:12][CH:5]2[CH2:6][CH2:7][CH:8]3[NH2:17])[O:3][CH2:2]1.